Dataset: Forward reaction prediction with 1.9M reactions from USPTO patents (1976-2016). Task: Predict the product of the given reaction. (1) The product is: [Br:1][C:2]1[CH:6]=[N:5][N:4]([CH:10]2[CH2:11][CH2:12][CH2:13][CH2:14][O:9]2)[C:3]=1[C:7]#[N:8]. Given the reactants [Br:1][C:2]1[C:3]([C:7]#[N:8])=[N:4][NH:5][CH:6]=1.[O:9]1[CH:14]=[CH:13][CH2:12][CH2:11][CH2:10]1.[H-].[Na+], predict the reaction product. (2) Given the reactants [H-].[Na+].[F:3][C:4]([F:8])([F:7])[CH2:5][OH:6].[C:9]([CH:11]1[CH2:14][N:13]([C:15](=[O:50])[C@H:16]([NH:20][C:21]([C:23]2[C:31]3[C:26](=[N:27][CH:28]=[C:29]([C:32]4[S:40][C:39]5[C:34](=[N:35][CH:36]=[CH:37][C:38]=5Cl)[CH:33]=4)[N:30]=3)[N:25]([CH2:42][O:43][CH2:44][CH2:45][Si:46]([CH3:49])([CH3:48])[CH3:47])[CH:24]=2)=[O:22])[CH:17]2[CH2:19][CH2:18]2)[CH2:12]1)#[N:10].CCOC(C)=O, predict the reaction product. The product is: [C:9]([CH:11]1[CH2:12][N:13]([C:15](=[O:50])[C@H:16]([NH:20][C:21]([C:23]2[C:31]3[C:26](=[N:27][CH:28]=[C:29]([C:32]4[S:40][C:39]5[C:34](=[N:35][CH:36]=[CH:37][C:38]=5[O:6][CH2:5][C:4]([F:8])([F:7])[F:3])[CH:33]=4)[N:30]=3)[N:25]([CH2:42][O:43][CH2:44][CH2:45][Si:46]([CH3:48])([CH3:47])[CH3:49])[CH:24]=2)=[O:22])[CH:17]2[CH2:19][CH2:18]2)[CH2:14]1)#[N:10]. (3) Given the reactants [P](I)(I)(I)I.[Cl:6][C:7]1[CH:8]=[C:9]([S:14][C:15]2[N:19]([CH:20]([CH3:22])[CH3:21])[N:18]=[C:17]([CH3:23])[C:16]=2[CH:24](O)[C:25]2[CH:30]=[CH:29][N:28]=[CH:27][CH:26]=2)[CH:10]=[C:11]([Cl:13])[CH:12]=1.S(=O)(O)[O-].[Na+], predict the reaction product. The product is: [Cl:13][C:11]1[CH:10]=[C:9]([S:14][C:15]2[N:19]([CH:20]([CH3:21])[CH3:22])[N:18]=[C:17]([CH3:23])[C:16]=2[CH2:24][C:25]2[CH:26]=[CH:27][N:28]=[CH:29][CH:30]=2)[CH:8]=[C:7]([Cl:6])[CH:12]=1. (4) Given the reactants [S:1]1[CH:5]=[C:4]([C:6]2[N:14]=[C:13]3[C:9]([N:10]=[CH:11][N:12]3[CH:15]([CH3:17])[CH3:16])=[C:8](Cl)[N:7]=2)[C:3]2[CH:19]=[CH:20][CH:21]=[CH:22][C:2]1=2.[CH:23]1[C:28]([OH:29])=[CH:27][C:26]2[C:30]([CH2:33][CH2:34][NH2:35])=[CH:31][NH:32][C:25]=2[CH:24]=1, predict the reaction product. The product is: [S:1]1[CH:5]=[C:4]([C:6]2[N:14]=[C:13]3[C:9]([N:10]=[CH:11][N:12]3[CH:15]([CH3:17])[CH3:16])=[C:8]([NH:35][CH2:34][CH2:33][C:30]3[C:26]4[C:25](=[CH:24][CH:23]=[C:28]([OH:29])[CH:27]=4)[NH:32][CH:31]=3)[N:7]=2)[C:3]2[CH:19]=[CH:20][CH:21]=[CH:22][C:2]1=2.